The task is: Predict the reaction yield, written as a fraction of the theoretical maximum amount of product (1.0 means a 100% yield; for example, 0.34 means a 34% yield).. This data is from Reaction yield outcomes from USPTO patents with 853,638 reactions. (1) The reactants are [C:1]([N:9]1[CH2:21][CH2:20][C:19]2[C:18]3[C:13](=[CH:14][CH:15]=[CH:16][CH:17]=3)[NH:12][C:11]=2[CH2:10]1)(=[O:8])[C:2]1[CH:7]=[CH:6][CH:5]=[CH:4][CH:3]=1.[H-].[Na+].[CH3:24]I.O. The catalyst is CN(C=O)C. The product is [C:1]([N:9]1[CH2:21][CH2:20][C:19]2[C:18]3[C:13](=[CH:14][CH:15]=[CH:16][CH:17]=3)[N:12]([CH3:24])[C:11]=2[CH2:10]1)(=[O:8])[C:2]1[CH:7]=[CH:6][CH:5]=[CH:4][CH:3]=1. The yield is 0.990. (2) The reactants are [C:1]([C:3]1[C:11]2[C:6](=[CH:7][C:8]([OH:12])=[CH:9][CH:10]=2)[N:5]([CH2:13][CH3:14])[C:4]=1[C:15]1[CH:20]=[CH:19][C:18]([NH:21][C:22]([CH:24]2[CH2:26][CH2:25]2)=[O:23])=[CH:17][CH:16]=1)#[N:2].C([O-])([O-])=O.[K+].[K+].Br[CH2:34][CH2:35][Cl:36].O. The catalyst is CCC(C)=O.C(OCC)(=O)C. The product is [Cl:36][CH2:35][CH2:34][O:12][C:8]1[CH:7]=[C:6]2[C:11]([C:3]([C:1]#[N:2])=[C:4]([C:15]3[CH:20]=[CH:19][C:18]([NH:21][C:22]([CH:24]4[CH2:26][CH2:25]4)=[O:23])=[CH:17][CH:16]=3)[N:5]2[CH2:13][CH3:14])=[CH:10][CH:9]=1. The yield is 0.810. (3) The reactants are Br[C:2]1[CH:3]=[C:4]2[C:8](=[CH:9][C:10]=1[NH:11][C:12]([C:14]1[C:23](=[O:24])[C:22]3[C:17](=[CH:18][CH:19]=[CH:20][CH:21]=3)[NH:16][CH:15]=1)=[O:13])[NH:7][CH:6]=[CH:5]2.[C:25]1(B(O)O)[CH:30]=[CH:29][CH:28]=[CH:27][CH:26]=1.C([O-])([O-])=O.[K+].[K+]. The catalyst is CN(C=O)C.C1C=CC(P(C2C=CC=CC=2)[C-]2C=CC=C2)=CC=1.C1C=CC(P(C2C=CC=CC=2)[C-]2C=CC=C2)=CC=1.Cl[Pd]Cl.[Fe+2]. The product is [O:24]=[C:23]1[C:22]2[C:17](=[CH:18][CH:19]=[CH:20][CH:21]=2)[NH:16][CH:15]=[C:14]1[C:12]([NH:11][C:10]1[CH:9]=[C:8]2[C:4]([CH:5]=[CH:6][NH:7]2)=[CH:3][C:2]=1[C:25]1[CH:30]=[CH:29][CH:28]=[CH:27][CH:26]=1)=[O:13]. The yield is 0.130. (4) The reactants are Br[C:2]1[CH:3]=[C:4]([CH2:17][N:18]([CH3:26])[C:19](=[O:25])[O:20][C:21]([CH3:24])([CH3:23])[CH3:22])[S:5][C:6]=1[S:7]([C:10]1[CH:15]=[CH:14][CH:13]=[C:12]([F:16])[CH:11]=1)(=[O:9])=[O:8].[F:27][C:28]1[C:33](B(O)O)=[CH:32][CH:31]=[CH:30][N:29]=1.C(=O)([O-])[O-].[Na+].[Na+].COCCOC. The catalyst is C1C=CC([P]([Pd]([P](C2C=CC=CC=2)(C2C=CC=CC=2)C2C=CC=CC=2)([P](C2C=CC=CC=2)(C2C=CC=CC=2)C2C=CC=CC=2)[P](C2C=CC=CC=2)(C2C=CC=CC=2)C2C=CC=CC=2)(C2C=CC=CC=2)C2C=CC=CC=2)=CC=1.O. The product is [F:16][C:12]1[CH:11]=[C:10]([S:7]([C:6]2[S:5][C:4]([CH2:17][N:18]([CH3:26])[C:19](=[O:25])[O:20][C:21]([CH3:24])([CH3:23])[CH3:22])=[CH:3][C:2]=2[C:33]2[C:28]([F:27])=[N:29][CH:30]=[CH:31][CH:32]=2)(=[O:9])=[O:8])[CH:15]=[CH:14][CH:13]=1. The yield is 0.450. (5) The reactants are [CH2:1]([C:5]1[CH:10]=[CH:9][C:8](B(O)O)=[CH:7][CH:6]=1)[CH2:2][CH2:3][CH3:4].[CH3:14][O:15][C:16](=[O:35])[C:17]1[CH:22]=[C:21]([S:23](=[O:33])(=[O:32])[NH:24][C:25]2[CH:30]=[CH:29][C:28](Br)=[CH:27][CH:26]=2)[CH:20]=[CH:19][C:18]=1[CH3:34].C(=O)([O-])[O-].[K+].[K+]. The catalyst is O1CCOCC1.O.C1C=CC([PH+]([C]2[CH][CH][CH][CH]2)C2C=CC=CC=2)=CC=1.C1C=CC([PH+]([C]2[CH][CH][CH][CH]2)C2C=CC=CC=2)=CC=1.C(Cl)Cl.Cl[Pd]Cl.[Fe].C1(P(C2C=CC=CC=2)[C-]2C=CC=C2)C=CC=CC=1.[C-]1(P(C2C=CC=CC=2)C2C=CC=CC=2)C=CC=C1.[Fe+2]. The product is [CH3:14][O:15][C:16](=[O:35])[C:17]1[CH:22]=[C:21]([S:23](=[O:33])(=[O:32])[NH:24][C:25]2[CH:30]=[CH:29][C:28]([C:8]3[CH:9]=[CH:10][C:5]([CH2:1][CH2:2][CH2:3][CH3:4])=[CH:6][CH:7]=3)=[CH:27][CH:26]=2)[CH:20]=[CH:19][C:18]=1[CH3:34]. The yield is 0.640. (6) The reactants are CO[C:3](=O)[C:4]1[CH:9]=[CH:8][C:7]([C:10]2[C:33](=[O:34])[N:32]([CH2:35][CH3:36])[C:13]3[N:14]=[C:15]([NH:18][C:19]4[CH:24]=[CH:23][C:22]([N:25]5[CH2:30][CH2:29][N:28]([CH3:31])[CH2:27][CH2:26]5)=[CH:21][CH:20]=4)[N:16]=[CH:17][C:12]=3[CH:11]=2)=[C:6]([Cl:37])[CH:5]=1.[OH2:39].[NH2:40][NH2:41]. The catalyst is C(O)C. The product is [Cl:37][C:6]1[CH:5]=[C:4]([CH:9]=[CH:8][C:7]=1[C:10]1[C:33](=[O:34])[N:32]([CH2:35][CH3:36])[C:13]2[N:14]=[C:15]([NH:18][C:19]3[CH:20]=[CH:21][C:22]([N:25]4[CH2:26][CH2:27][N:28]([CH3:31])[CH2:29][CH2:30]4)=[CH:23][CH:24]=3)[N:16]=[CH:17][C:12]=2[CH:11]=1)[C:3]([NH:40][NH2:41])=[O:39]. The yield is 0.570. (7) The reactants are [F:1][C:2]1[C:3]([C:9]#[N:10])=[N:4][CH:5]=[CH:6][C:7]=1I.[N:11]1[CH:16]=[C:15](B(O)O)[CH:14]=[N:13][CH:12]=1.C(=O)([O-])[O-].[Cs+].[Cs+]. The catalyst is O1CCOCC1.O. The product is [F:1][C:2]1[C:3]([C:9]#[N:10])=[N:4][CH:5]=[CH:6][C:7]=1[C:15]1[CH:16]=[N:11][CH:12]=[N:13][CH:14]=1. The yield is 0.682. (8) The reactants are [C:1]([C:5]1[N:10]=[C:9]([O:11][C:12]2[C:17]([CH3:18])=[CH:16][C:15]([CH3:19])=[CH:14][C:13]=2[CH3:20])[C:8]([C:21]([NH:23][S:24]([C:27]2[CH:32]=[CH:31][CH:30]=[C:29]([N+:33]([O-:35])=[O:34])[CH:28]=2)(=[O:26])=[O:25])=[O:22])=[CH:7][CH:6]=1)([CH3:4])([CH3:3])[CH3:2].CO.C1(C)C(C)=CC=CC=1.[C:46](OI(C1C=CC=CC=1)OC(=O)C)(=[O:48])C. The catalyst is O.C(O[Pd]OC(=O)C)(=O)C.C(#N)C. The product is [C:1]([C:5]1[N:10]=[C:9]([O:11][C:12]2[C:13]([CH3:20])=[CH:14][C:15]([CH3:19])=[CH:16][C:17]=2[CH3:18])[C:8]([C:21]([NH:23][S:24]([C:27]2[CH:32]=[CH:31][CH:30]=[C:29]([N+:33]([O-:35])=[O:34])[CH:28]=2)(=[O:26])=[O:25])=[O:22])=[C:7]([O:48][CH3:46])[CH:6]=1)([CH3:4])([CH3:2])[CH3:3]. The yield is 0.230. (9) The reactants are [Cl:1][C:2]1[CH:3]=[CH:4][C:5]([CH:25]=[O:26])=[C:6]2[C:10]=1[N:9]=[C:8]1[N:11]([C:15]3[C:20]([Br:21])=[CH:19][C:18]([O:22][CH3:23])=[CH:17][C:16]=3[Br:24])[CH2:12][CH2:13][CH2:14][N:7]21.[CH2:27]([Mg]Br)[CH3:28]. The catalyst is O1CCCC1.[Cl-].[NH4+]. The product is [Cl:1][C:2]1[C:10]2[N:9]=[C:8]3[N:11]([C:15]4[C:16]([Br:24])=[CH:17][C:18]([O:22][CH3:23])=[CH:19][C:20]=4[Br:21])[CH2:12][CH2:13][CH2:14][N:7]3[C:6]=2[C:5]([CH:25]([OH:26])[CH2:27][CH3:28])=[CH:4][CH:3]=1. The yield is 0.920.